From a dataset of NCI-60 drug combinations with 297,098 pairs across 59 cell lines. Regression. Given two drug SMILES strings and cell line genomic features, predict the synergy score measuring deviation from expected non-interaction effect. (1) Drug 1: CN1CCC(CC1)COC2=C(C=C3C(=C2)N=CN=C3NC4=C(C=C(C=C4)Br)F)OC. Drug 2: CC1C(C(CC(O1)OC2CC(CC3=C2C(=C4C(=C3O)C(=O)C5=C(C4=O)C(=CC=C5)OC)O)(C(=O)C)O)N)O.Cl. Cell line: HCT116. Synergy scores: CSS=32.9, Synergy_ZIP=3.81, Synergy_Bliss=3.62, Synergy_Loewe=-4.46, Synergy_HSA=3.17. (2) Drug 1: CCCCC(=O)OCC(=O)C1(CC(C2=C(C1)C(=C3C(=C2O)C(=O)C4=C(C3=O)C=CC=C4OC)O)OC5CC(C(C(O5)C)O)NC(=O)C(F)(F)F)O. Cell line: NCI-H460. Synergy scores: CSS=45.5, Synergy_ZIP=-3.39, Synergy_Bliss=-4.76, Synergy_Loewe=-24.2, Synergy_HSA=-3.29. Drug 2: C(CCl)NC(=O)N(CCCl)N=O. (3) Drug 1: CC12CCC3C(C1CCC2O)C(CC4=C3C=CC(=C4)O)CCCCCCCCCS(=O)CCCC(C(F)(F)F)(F)F. Drug 2: CCC1(C2=C(COC1=O)C(=O)N3CC4=CC5=C(C=CC(=C5CN(C)C)O)N=C4C3=C2)O.Cl. Cell line: COLO 205. Synergy scores: CSS=39.3, Synergy_ZIP=3.69, Synergy_Bliss=0.849, Synergy_Loewe=-20.2, Synergy_HSA=2.79. (4) Drug 1: CCC1=C2CN3C(=CC4=C(C3=O)COC(=O)C4(CC)O)C2=NC5=C1C=C(C=C5)O. Drug 2: C1CN(P(=O)(OC1)NCCCl)CCCl. Cell line: OVCAR-4. Synergy scores: CSS=1.05, Synergy_ZIP=-1.99, Synergy_Bliss=-0.623, Synergy_Loewe=-0.960, Synergy_HSA=-0.852. (5) Drug 1: CC1C(C(=O)NC(C(=O)N2CCCC2C(=O)N(CC(=O)N(C(C(=O)O1)C(C)C)C)C)C(C)C)NC(=O)C3=C4C(=C(C=C3)C)OC5=C(C(=O)C(=C(C5=N4)C(=O)NC6C(OC(=O)C(N(C(=O)CN(C(=O)C7CCCN7C(=O)C(NC6=O)C(C)C)C)C)C(C)C)C)N)C. Drug 2: C1C(C(OC1N2C=NC(=NC2=O)N)CO)O. Cell line: NCI-H460. Synergy scores: CSS=13.6, Synergy_ZIP=-2.48, Synergy_Bliss=-1.69, Synergy_Loewe=-2.96, Synergy_HSA=-1.35. (6) Drug 1: CCCCCOC(=O)NC1=NC(=O)N(C=C1F)C2C(C(C(O2)C)O)O. Drug 2: COC1=C2C(=CC3=C1OC=C3)C=CC(=O)O2. Cell line: OVCAR-4. Synergy scores: CSS=-4.54, Synergy_ZIP=0.661, Synergy_Bliss=-2.70, Synergy_Loewe=-11.7, Synergy_HSA=-5.26.